From a dataset of Catalyst prediction with 721,799 reactions and 888 catalyst types from USPTO. Predict which catalyst facilitates the given reaction. (1) Reactant: [CH3:1][N:2]([C:10]([CH3:16])([CH2:12][CH2:13][CH:14]=O)[CH3:11])[C:3](=[O:9])[O:4][C:5]([CH3:8])([CH3:7])[CH3:6].[N+](=[C:19](P(=O)(OC)OC)C(=O)C)=[N-].C([O-])([O-])=O.[K+].[K+]. Product: [CH3:1][N:2]([C:10]([CH3:16])([CH2:12][CH2:13][C:14]#[CH:19])[CH3:11])[C:3](=[O:9])[O:4][C:5]([CH3:8])([CH3:7])[CH3:6]. The catalyst class is: 24. (2) Reactant: CO[C:3](=[O:28])[C:4]1[CH:9]=[CH:8][C:7]([CH3:10])=[C:6]([N:11]2[C:16](=[O:17])[C:15]([Br:18])=[C:14]([O:19][CH2:20][C:21]3[N:22]=[C:23]([CH3:26])[S:24][CH:25]=3)[N:13]=[C:12]2[CH3:27])[CH:5]=1.[OH-].[Na+].[C:31](N1C=CN=C1)(N1C=CN=C1)=O.Cl.[CH3:44][N:45](C)[OH:46].C(N(CC)CC)C. Product: [Br:18][C:15]1[C:16](=[O:17])[N:11]([C:6]2[CH:5]=[C:4]([CH:9]=[CH:8][C:7]=2[CH3:10])[C:3]([N:45]([O:46][CH3:31])[CH3:44])=[O:28])[C:12]([CH3:27])=[N:13][C:14]=1[O:19][CH2:20][C:21]1[N:22]=[C:23]([CH3:26])[S:24][CH:25]=1. The catalyst class is: 7. (3) Reactant: [CH3:1][C:2]([CH3:9])([CH3:8])[C:3](=O)[CH2:4][C:5]#[N:6].Cl.[C:11]1([CH3:19])[CH:16]=[CH:15][C:14]([NH:17][NH2:18])=[CH:13][CH:12]=1. Product: [C:2]([C:3]1[CH:4]=[C:5]([NH2:6])[N:17]([C:14]2[CH:15]=[CH:16][C:11]([CH3:19])=[CH:12][CH:13]=2)[N:18]=1)([CH3:9])([CH3:8])[CH3:1]. The catalyst class is: 14.